From a dataset of Reaction yield outcomes from USPTO patents with 853,638 reactions. Predict the reaction yield, written as a fraction of the theoretical maximum amount of product (1.0 means a 100% yield; for example, 0.34 means a 34% yield). (1) The reactants are [NH:1]=[C:2]([C:10]1[N:11]=[CH:12][N:13]2[C:18](=[O:19])[N:17]([CH3:20])[N:16]=[N:15][C:14]=12)[S:3][CH2:4][C:5](=O)[C:6](O)=[O:7].ClC(OCC(C)C)=O.C([N:31](CC)CC)C.N. The catalyst is C1COCC1. The product is [CH3:20][N:17]1[C:18](=[O:19])[N:13]2[CH:12]=[N:11][C:10]([C:2]3[S:3][CH:4]=[C:5]([C:6]([NH2:31])=[O:7])[N:1]=3)=[C:14]2[N:15]=[N:16]1. The yield is 0.400. (2) The reactants are CO[C:3]([C:5]1[S:9][C:8](/[CH:10]=[CH:11]/[C:12]2[C:13]([CH2:18][CH2:19][CH2:20][CH3:21])=[N:14][O:15][C:16]=2[CH3:17])=[N:7][C:6]=1[CH3:22])=[O:4].[NH2:23][CH:24]([CH3:27])[CH2:25][OH:26]. No catalyst specified. The product is [OH:26][CH2:25][CH:24]([NH:23][C:3]([C:5]1[S:9][C:8](/[CH:10]=[CH:11]/[C:12]2[C:13]([CH2:18][CH2:19][CH2:20][CH3:21])=[N:14][O:15][C:16]=2[CH3:17])=[N:7][C:6]=1[CH3:22])=[O:4])[CH3:27]. The yield is 0.790. (3) The reactants are [I:1][C:2]1[C:3](=O)[NH:4][C:5]([S:8][CH3:9])=[N:6][CH:7]=1.O=P(Cl)(Cl)[Cl:13]. No catalyst specified. The product is [Cl:13][C:3]1[C:2]([I:1])=[CH:7][N:6]=[C:5]([S:8][CH3:9])[N:4]=1. The yield is 0.950. (4) The reactants are [CH3:1][N:2]([CH:4]=O)[CH3:3].P(Cl)(Cl)([Cl:8])=O.[CH3:11][O:12][C:13]([C:15]1[CH:16]=[CH:17][C:18]2[O:23][CH2:22][C:21](=O)[NH:20][C:19]=2[CH:25]=1)=[O:14]. The catalyst is C(Cl)(Cl)Cl. The product is [CH3:11][O:12][C:13]([C:15]1[CH:16]=[CH:17][C:18]2[O:23][C:22](=[CH:4][N:2]([CH3:1])[CH3:3])[CH:21]([Cl:8])[NH:20][C:19]=2[CH:25]=1)=[O:14]. The yield is 0.700. (5) The reactants are [Cl:1][C:2]1[C:11]([Cl:12])=[CH:10][CH:9]=[C:8]2[C:3]=1[CH:4]=[C:5]([N:13]=[C:14]=S)[N:6]=[CH:7]2.C(=O)([O-])[O-].[Cs+].[Cs+].Cl.Cl.[NH2:24][CH2:25][C@@:26]1([OH:34])[CH:31]2[CH2:32][CH2:33][N:28]([CH2:29][CH2:30]2)[CH2:27]1.C(N=C=NC(C)C)(C)C. The catalyst is CN(C=O)C. The product is [Cl:1][C:2]1[C:11]([Cl:12])=[CH:10][CH:9]=[C:8]2[C:3]=1[CH:4]=[C:5]([NH:13][C:14]1[O:34][C@:26]3([CH2:25][N:24]=1)[CH:31]1[CH2:32][CH2:33][N:28]([CH2:29][CH2:30]1)[CH2:27]3)[N:6]=[CH:7]2. The yield is 0.506. (6) The reactants are C1(C=[N:8][CH:9]([CH3:15])[C:10]([O:12][CH2:13][CH3:14])=[O:11])C=CC=CC=1.[CH2:16](Br)[C:17]1[CH:22]=[CH:21][CH:20]=[CH:19][CH:18]=1.CC[O-].[Na+].Cl. The product is [NH2:8][C:9]([CH3:15])([CH2:16][C:17]1[CH:22]=[CH:21][CH:20]=[CH:19][CH:18]=1)[C:10]([O:12][CH2:13][CH3:14])=[O:11]. The catalyst is C1(C)C=CC=CC=1. The yield is 0.551. (7) The product is [Br:1][C:2]1[CH:7]=[CH:6][C:5]([NH:8][C:9]2[NH:17][C:16](=[O:43])[CH:15]=[CH:14][C:10]=2[C:11]([OH:13])=[O:12])=[C:4]([F:19])[CH:3]=1. The yield is 0.830. The catalyst is C1COCC1. The reactants are [Br:1][C:2]1[CH:7]=[CH:6][C:5]([NH:8][C:9]2[N:17]=[C:16](Cl)[CH:15]=[CH:14][C:10]=2[C:11]([OH:13])=[O:12])=[C:4]([F:19])[CH:3]=1.BrC1C=CC(N)=C(F)C=1.C[Si]([N-][Si](C)(C)C)(C)C.[Li+].ClC1N=C(Cl)C=CC=1C(O)=[O:43].